This data is from Full USPTO retrosynthesis dataset with 1.9M reactions from patents (1976-2016). The task is: Predict the reactants needed to synthesize the given product. (1) Given the product [CH3:13][N:14]=[CH:8][C:7]1[CH:10]=[CH:11][CH:12]=[C:5]([O:4][CH2:3][S:2][CH3:1])[CH:6]=1, predict the reactants needed to synthesize it. The reactants are: [CH3:1][S:2][CH2:3][O:4][C:5]1[CH:6]=[C:7]([CH:10]=[CH:11][CH:12]=1)[CH:8]=O.[CH3:13][NH2:14]. (2) Given the product [CH2:1]([N:3]1[C:7](=[O:8])[N:6]([CH2:9][C:10]([OH:12])=[O:11])[N:5]=[C:4]1[C:15]1[CH:16]=[CH:17][C:18]([O:21][CH3:22])=[CH:19][CH:20]=1)[CH3:2], predict the reactants needed to synthesize it. The reactants are: [CH2:1]([N:3]1[C:7](=[O:8])[N:6]([CH2:9][C:10]([O:12]CC)=[O:11])[N:5]=[C:4]1[C:15]1[CH:20]=[CH:19][C:18]([O:21][CH3:22])=[CH:17][CH:16]=1)[CH3:2].[OH-].[K+].Cl. (3) Given the product [Cl:1][C:2]1[C:6]([CH3:7])=[C:5]([C:8]2[CH:9]=[C:10]([C:13]([NH:17][C@@H:18]([CH2:31][C:32]3[CH:37]=[CH:36][CH:35]=[C:34]([C:38]([F:41])([F:39])[F:40])[CH:33]=3)[CH2:19][N:20]3[C:21](=[O:30])[C:22]4[C:27](=[CH:26][CH:25]=[CH:24][CH:23]=4)[C:28]3=[O:29])=[O:15])[S:11][CH:12]=2)[N:4]([CH3:16])[N:3]=1, predict the reactants needed to synthesize it. The reactants are: [Cl:1][C:2]1[C:6]([CH3:7])=[C:5]([C:8]2[CH:9]=[C:10]([C:13]([OH:15])=O)[S:11][CH:12]=2)[N:4]([CH3:16])[N:3]=1.[NH2:17][C@@H:18]([CH2:31][C:32]1[CH:37]=[CH:36][CH:35]=[C:34]([C:38]([F:41])([F:40])[F:39])[CH:33]=1)[CH2:19][N:20]1[C:28](=[O:29])[C:27]2[C:22](=[CH:23][CH:24]=[CH:25][CH:26]=2)[C:21]1=[O:30].CC(OC(N[C@H](C(O)=O)CC1C=CC=CC=1C(F)(F)F)=O)(C)C.C1CN([P+](Br)(N2CCCC2)N2CCCC2)CC1.F[P-](F)(F)(F)(F)F.CCN(C(C)C)C(C)C. (4) Given the product [NH2:12][C:4]1[N:3]=[C:2]([NH:27][CH2:26][CH:20]2[CH2:25][CH2:24][CH2:23][CH2:22][CH2:21]2)[C:11]2[CH2:10][CH2:9][CH2:8][CH2:7][C:6]=2[N:5]=1, predict the reactants needed to synthesize it. The reactants are: Cl[C:2]1[C:11]2[CH2:10][CH2:9][CH2:8][CH2:7][C:6]=2[N:5]=[C:4]([NH2:12])[N:3]=1.C(N(CC)CC)C.[CH:20]1([CH2:26][NH2:27])[CH2:25][CH2:24][CH2:23][CH2:22][CH2:21]1. (5) Given the product [F:39][C:36]1[CH:35]=[N:34][C:33]([C@@H:31]([NH:30][C:2]2[N:7]=[C:6]([N:8]([CH3:15])[S:9]([N:12]([CH3:14])[CH3:13])(=[O:11])=[O:10])[CH:5]=[C:4]([NH:16][C:17]3[CH:21]=[C:20]([CH3:22])[NH:19][N:18]=3)[N:3]=2)[CH3:32])=[N:38][CH:37]=1, predict the reactants needed to synthesize it. The reactants are: Cl[C:2]1[N:7]=[C:6]([N:8]([CH3:15])[S:9]([N:12]([CH3:14])[CH3:13])(=[O:11])=[O:10])[CH:5]=[C:4]([NH:16][C:17]2[CH:21]=[C:20]([CH3:22])[NH:19][N:18]=2)[N:3]=1.ClC1C(NC2C=C(OC)NN=2)=NC([NH:30][C@H:31]([C:33]2[N:38]=[CH:37][C:36]([F:39])=[CH:35][N:34]=2)[CH3:32])=NC=1.CCN(C(C)C)C(C)C.